This data is from Full USPTO retrosynthesis dataset with 1.9M reactions from patents (1976-2016). The task is: Predict the reactants needed to synthesize the given product. Given the product [NH2:37][CH:38]1[CH2:43][CH2:42][N:41]([C:16]2[N:15]=[C:14]([C:12]([NH:11][CH2:10][C:3]3[C:4](=[O:9])[NH:5][C:6]([CH3:8])=[CH:7][C:2]=3[CH3:1])=[O:13])[C:19]([CH3:20])=[C:18]([C:21]3[N:25]([CH3:26])[N:24]=[CH:23][CH:22]=3)[N:17]=2)[CH2:40][CH2:39]1, predict the reactants needed to synthesize it. The reactants are: [CH3:1][C:2]1[CH:7]=[C:6]([CH3:8])[NH:5][C:4](=[O:9])[C:3]=1[CH2:10][NH:11][C:12]([C:14]1[C:19]([CH3:20])=[C:18]([C:21]2[N:25]([CH3:26])[N:24]=[CH:23][CH:22]=2)[N:17]=[C:16](S(C)=O)[N:15]=1)=[O:13].C(OC([NH:37][CH:38]1[CH2:43][CH2:42][NH:41][CH2:40][CH2:39]1)=O)(C)(C)C.C(N(CC)CC)C.